The task is: Predict the reactants needed to synthesize the given product.. This data is from Full USPTO retrosynthesis dataset with 1.9M reactions from patents (1976-2016). (1) Given the product [CH3:16][N:4]1[CH2:3][CH2:2][N:1]([C:7]2[CH:8]=[CH:9][C:10]([OH:13])=[CH:11][CH:12]=2)[CH2:6][CH2:5]1, predict the reactants needed to synthesize it. The reactants are: [N:1]1([C:7]2[CH:12]=[CH:11][C:10]([OH:13])=[CH:9][CH:8]=2)[CH2:6][CH2:5][NH:4][CH2:3][CH2:2]1.C=O.[C:16](O[BH-](OC(=O)C)OC(=O)C)(=O)C.[Na+]. (2) Given the product [C:1]([O:5][C:6]([NH:8][C@@H:9]([CH2:14][C:15]1[C:16]([Cl:25])=[N:17][C:18]([C:21]([F:24])([F:22])[F:23])=[CH:19][CH:20]=1)[C:10]([O:12][CH3:13])=[O:11])=[O:7])([CH3:4])([CH3:2])[CH3:3], predict the reactants needed to synthesize it. The reactants are: [C:1]([O:5][C:6]([NH:8]/[C:9](=[CH:14]\[C:15]1[C:16]([Cl:25])=[N:17][C:18]([C:21]([F:24])([F:23])[F:22])=[CH:19][CH:20]=1)/[C:10]([O:12][CH3:13])=[O:11])=[O:7])([CH3:4])([CH3:3])[CH3:2]. (3) Given the product [CH2:14]([O:13][C:7]1[C:6]([O:21][CH2:22][C:23]2[CH:28]=[CH:27][CH:26]=[CH:25][CH:24]=2)=[CH:5][C:4](/[CH:1]=[CH:2]/[CH3:3])=[CH:12][C:8]=1[C:9]([OH:11])=[O:10])[C:15]1[CH:16]=[CH:17][CH:18]=[CH:19][CH:20]=1, predict the reactants needed to synthesize it. The reactants are: [CH2:1]([C:4]1[CH:5]=[C:6]([O:21][CH2:22][C:23]2[CH:28]=[CH:27][CH:26]=[CH:25][CH:24]=2)[C:7]([O:13][CH2:14][C:15]2[CH:20]=[CH:19][CH:18]=[CH:17][CH:16]=2)=[C:8]([CH:12]=1)[C:9]([OH:11])=[O:10])[CH:2]=[CH2:3]. (4) Given the product [Cl:8][C:4]1[N:3]=[C:2]([NH:17][CH2:16][C:12]2[CH:13]=[CH:14][CH:15]=[C:10]([F:9])[CH:11]=2)[CH:7]=[N:6][CH:5]=1, predict the reactants needed to synthesize it. The reactants are: Cl[C:2]1[CH:7]=[N:6][CH:5]=[C:4]([Cl:8])[N:3]=1.[F:9][C:10]1[CH:11]=[C:12]([CH2:16][NH2:17])[CH:13]=[CH:14][CH:15]=1.